From a dataset of Full USPTO retrosynthesis dataset with 1.9M reactions from patents (1976-2016). Predict the reactants needed to synthesize the given product. (1) Given the product [C:40]([O:46][CH2:47][O:29][C:28](=[O:30])[CH:12]([NH:11][C:9]([O:8][CH2:1][C:2]1[CH:3]=[CH:4][CH:5]=[CH:6][CH:7]=1)=[O:10])[CH2:13][C:14]1[CH:19]=[CH:18][C:17]([O:20][C:21]([O:23][C:24]([CH3:26])([CH3:25])[CH3:27])=[O:22])=[CH:16][CH:15]=1)(=[O:45])[C:41]([CH3:44])([CH3:43])[CH3:42], predict the reactants needed to synthesize it. The reactants are: [CH2:1]([O:8][C:9]([NH:11][C@H:12]([C:28]([OH:30])=[O:29])[CH2:13][C:14]1[CH:19]=[CH:18][C:17]([O:20][C:21]([O:23][C:24]([CH3:27])([CH3:26])[CH3:25])=[O:22])=[CH:16][CH:15]=1)=[O:10])[C:2]1[CH:7]=[CH:6][CH:5]=[CH:4][CH:3]=1.C(N(CC)CC)C.[I-].[Na+].[C:40]([O:46][CH2:47]Cl)(=[O:45])[C:41]([CH3:44])([CH3:43])[CH3:42]. (2) Given the product [Cl:1][C:2]1[CH:10]=[C:9]2[C:5]([CH2:6][CH:7]([CH2:12][CH2:27][F:28])[C:8]2=[O:11])=[CH:4][C:3]=1[O:17][CH3:18], predict the reactants needed to synthesize it. The reactants are: [Cl:1][C:2]1[CH:10]=[C:9]2[C:5]([CH2:6][CH:7]([C:12](OCC)=O)[C:8]2=[O:11])=[CH:4][C:3]=1[O:17][CH3:18].C([O-])([O-])=O.[K+].[K+].BrC[CH2:27][F:28].[OH-].[Na+].